From a dataset of NCI-60 drug combinations with 297,098 pairs across 59 cell lines. Regression. Given two drug SMILES strings and cell line genomic features, predict the synergy score measuring deviation from expected non-interaction effect. (1) Drug 1: C1CCC(CC1)NC(=O)N(CCCl)N=O. Drug 2: CS(=O)(=O)CCNCC1=CC=C(O1)C2=CC3=C(C=C2)N=CN=C3NC4=CC(=C(C=C4)OCC5=CC(=CC=C5)F)Cl. Cell line: RXF 393. Synergy scores: CSS=13.2, Synergy_ZIP=-1.91, Synergy_Bliss=3.12, Synergy_Loewe=-0.380, Synergy_HSA=-0.238. (2) Drug 1: C1CC(C1)(C(=O)O)C(=O)O.[NH2-].[NH2-].[Pt+2]. Drug 2: C(CC(=O)O)C(=O)CN.Cl. Cell line: MDA-MB-435. Synergy scores: CSS=-3.60, Synergy_ZIP=3.42, Synergy_Bliss=7.15, Synergy_Loewe=-1.28, Synergy_HSA=-0.315. (3) Drug 1: CC12CCC(CC1=CCC3C2CCC4(C3CC=C4C5=CN=CC=C5)C)O. Drug 2: COC1=CC(=CC(=C1O)OC)C2C3C(COC3=O)C(C4=CC5=C(C=C24)OCO5)OC6C(C(C7C(O6)COC(O7)C8=CC=CS8)O)O. Cell line: MOLT-4. Synergy scores: CSS=72.9, Synergy_ZIP=2.51, Synergy_Bliss=2.67, Synergy_Loewe=-22.7, Synergy_HSA=3.42.